From a dataset of Blood-brain barrier permeability classification from the B3DB database. Regression/Classification. Given a drug SMILES string, predict its absorption, distribution, metabolism, or excretion properties. Task type varies by dataset: regression for continuous measurements (e.g., permeability, clearance, half-life) or binary classification for categorical outcomes (e.g., BBB penetration, CYP inhibition). Dataset: b3db_classification. The molecule is CC(=O)N1CCN(c2ccc(OC[C@@H]3CO[C@@](Cn4ccnc4)(c4ccc(Cl)cc4Cl)O3)cc2)CC1. The result is 1 (penetrates BBB).